Dataset: Forward reaction prediction with 1.9M reactions from USPTO patents (1976-2016). Task: Predict the product of the given reaction. (1) Given the reactants [F:1][C:2]1[CH:26]=[CH:25][C:5]([CH2:6][CH:7]2[CH2:12][CH2:11][N:10]([CH2:13][C:14]([NH:16][C:17]3[CH:22]=[CH:21][C:20]([Cl:23])=[C:19]([Cl:24])[CH:18]=3)=O)[CH2:9][CH2:8]2)=[CH:4][CH:3]=1.CSC.B.CO.Cl, predict the reaction product. The product is: [Cl:24][C:19]1[CH:18]=[C:17]([CH:22]=[CH:21][C:20]=1[Cl:23])[NH:16][CH2:14][CH2:13][N:10]1[CH2:11][CH2:12][CH:7]([CH2:6][C:5]2[CH:4]=[CH:3][C:2]([F:1])=[CH:26][CH:25]=2)[CH2:8][CH2:9]1. (2) Given the reactants [F:1][C:2]1[CH:3]=[C:4]([C:8]2[S:9][C:10]([N:13]([CH3:21])[C:14]([NH:16][CH2:17][CH2:18][S:19][CH3:20])=[O:15])=[CH:11][N:12]=2)[CH:5]=[N:6][CH:7]=1.[H-].[Na+].I[CH3:25], predict the reaction product. The product is: [F:1][C:2]1[CH:3]=[C:4]([C:8]2[S:9][C:10]([N:13]([CH3:21])[C:14]([N:16]([CH3:25])[CH2:17][CH2:18][S:19][CH3:20])=[O:15])=[CH:11][N:12]=2)[CH:5]=[N:6][CH:7]=1.